Dataset: Full USPTO retrosynthesis dataset with 1.9M reactions from patents (1976-2016). Task: Predict the reactants needed to synthesize the given product. (1) Given the product [Cl:59][C:57]1[CH:56]=[CH:55][C:54]([N:60]2[CH:64]=[N:63][N:62]=[N:61]2)=[C:53](/[CH:52]=[CH:51]/[C:50]([N:24]2[CH2:23][CH:22]([O:5][CH:3]3[CH2:2][CH2:25][NH:24][CH2:23][CH2:22]3)[CH2:27][CH:26]([CH:28]3[CH2:33][CH2:32][CH2:31][CH2:30][CH2:29]3)[CH:25]2[C:34]([NH:36][C:37]2[CH:49]=[CH:48][C:40]([C:41]([OH:43])=[O:42])=[CH:39][CH:38]=2)=[O:35])=[O:65])[CH:58]=1, predict the reactants needed to synthesize it. The reactants are: F[C:2](F)(F)[C:3]([OH:5])=O.C(OC(NC1CCN([CH:22]2[CH2:27][CH:26]([C:28]3[CH:33]=[CH:32][CH:31]=[CH:30][CH:29]=3)[CH:25]([C:34]([NH:36][C:37]3[CH:49]=[CH:48][C:40]([C:41]([O:43]C(C)(C)C)=[O:42])=[CH:39][CH:38]=3)=[O:35])[N:24]([C:50](=[O:65])/[CH:51]=[CH:52]/[C:53]3[CH:58]=[C:57]([Cl:59])[CH:56]=[CH:55][C:54]=3[N:60]3[CH:64]=[N:63][N:62]=[N:61]3)[CH2:23]2)CC1)=O)(C)(C)C. (2) Given the product [CH2:5]([O:4][C:2]([NH:21][CH2:22][CH2:23][C:24]1[S:28]/[C:27](=[N:29]\[S:30]([C:33]2[CH:42]=[CH:41][CH:40]=[CH:39][C:34]=2[C:35]([O:37][CH3:38])=[O:36])(=[O:31])=[O:32])/[N:26]([CH2:43][C:44]2[C:53]3[C:48](=[CH:49][CH:50]=[CH:51][CH:52]=3)[CH:47]=[CH:46][CH:45]=2)[CH:25]=1)=[O:3])[CH3:6], predict the reactants needed to synthesize it. The reactants are: Cl[C:2]([O:4][CH2:5][CH3:6])=[O:3].C(N(CC)CC)C.FC(F)(F)C(O)=O.[NH2:21][CH2:22][CH2:23][C:24]1[S:28]/[C:27](=[N:29]\[S:30]([C:33]2[CH:42]=[CH:41][CH:40]=[CH:39][C:34]=2[C:35]([O:37][CH3:38])=[O:36])(=[O:32])=[O:31])/[N:26]([CH2:43][C:44]2[C:53]3[C:48](=[CH:49][CH:50]=[CH:51][CH:52]=3)[CH:47]=[CH:46][CH:45]=2)[CH:25]=1.[Cl-].[Na+]. (3) Given the product [Cl:26][C:9]1[C:8]([C:12]#[N:13])=[C:7]([C:14]2[CH:19]=[CH:18][C:17]([C:20]([F:23])([F:22])[F:21])=[CH:16][CH:15]=2)[N:6]=[C:5]([NH:4][CH:1]2[CH2:3][CH2:2]2)[N:10]=1, predict the reactants needed to synthesize it. The reactants are: [CH:1]1([NH:4][C:5]2[N:10]=[C:9](O)[C:8]([C:12]#[N:13])=[C:7]([C:14]3[CH:19]=[CH:18][C:17]([C:20]([F:23])([F:22])[F:21])=[CH:16][CH:15]=3)[N:6]=2)[CH2:3][CH2:2]1.P(Cl)(Cl)([Cl:26])=O. (4) Given the product [CH2:34]([C@@H:14]([CH2:13][CH2:12][C@H:8]([CH2:1][C:2]1[CH:3]=[CH:4][CH:5]=[CH:6][CH:7]=1)[C:9]([NH:41][C@H:42]1[CH2:48][CH2:47][CH2:46][CH2:45][N:44]([CH2:49][C:50]([O:52][CH3:53])=[O:51])[C:43]1=[O:54])=[O:10])[C:15]([NH:17][C@H:18]1[CH2:24][CH2:23][S:22][C@H:21]2[CH2:25][CH2:26][CH2:27][C@@H:28]([C:29]([O:31][CH3:32])=[O:30])[N:20]2[C:19]1=[O:33])=[O:16])[C:35]1[CH:40]=[CH:39][CH:38]=[CH:37][CH:36]=1, predict the reactants needed to synthesize it. The reactants are: [CH2:1]([C@@H:8]([CH2:12][CH2:13][C@H:14]([CH2:34][C:35]1[CH:40]=[CH:39][CH:38]=[CH:37][CH:36]=1)[C:15]([NH:17][C@H:18]1[CH2:24][CH2:23][S:22][C@H:21]2[CH2:25][CH2:26][CH2:27][C@@H:28]([C:29]([O:31][CH3:32])=[O:30])[N:20]2[C:19]1=[O:33])=[O:16])[C:9](O)=[O:10])[C:2]1[CH:7]=[CH:6][CH:5]=[CH:4][CH:3]=1.[NH2:41][C@H:42]1[CH2:48][CH2:47][CH2:46][CH2:45][N:44]([CH2:49][C:50]([O:52][CH3:53])=[O:51])[C:43]1=[O:54].